From a dataset of Catalyst prediction with 721,799 reactions and 888 catalyst types from USPTO. Predict which catalyst facilitates the given reaction. (1) Reactant: [NH2:1][CH:2]([C:8]([O:10]CC)=O)[C:3]([O:5]CC)=O.[NH2:13][CH2:14][CH2:15][NH:16][C:17](=[O:23])[O:18][C:19]([CH3:22])([CH3:21])[CH3:20].[OH2:24]. Product: [NH2:1][CH:2]([C:3](=[O:5])[NH:13][CH2:14][CH2:15][NH:16][C:17]([O:18][C:19]([CH3:22])([CH3:21])[CH3:20])=[O:24])[C:8](=[O:10])[NH:13][CH2:14][CH2:15][NH:16][C:17]([O:18][C:19]([CH3:20])([CH3:22])[CH3:21])=[O:23]. The catalyst class is: 22. (2) Reactant: [C:1]([O:5][C:6](=[O:26])[NH:7][C@H:8]1[C@H:17]([O:18][CH3:19])[CH2:16][C:15]2[C:10](=[CH:11][C:12]([C:20]#[N:21])=[CH:13][CH:14]=2)[C:9]1([CH2:24][CH3:25])[CH2:22][CH3:23])([CH3:4])([CH3:3])[CH3:2].C([OH:29])C.CN(C=O)C. Product: [C:1]([O:5][C:6](=[O:26])[NH:7][C@H:8]1[C@H:17]([O:18][CH3:19])[CH2:16][C:15]2[C:10](=[CH:11][C:12]([C:20](=[O:29])[NH2:21])=[CH:13][CH:14]=2)[C:9]1([CH2:22][CH3:23])[CH2:24][CH3:25])([CH3:3])([CH3:4])[CH3:2]. The catalyst class is: 6. (3) Reactant: [Br:1][C:2]1[CH:10]=[CH:9][CH:8]=[C:7]([Cl:11])[C:3]=1[C:4]([OH:6])=[O:5].[CH3:12][Si](C=[N+]=[N-])(C)C. Product: [Br:1][C:2]1[CH:10]=[CH:9][CH:8]=[C:7]([Cl:11])[C:3]=1[C:4]([O:6][CH3:12])=[O:5]. The catalyst class is: 5. (4) Reactant: [NH2:1][C@@H:2]1[CH2:7][CH2:6][C@H:5]([NH:8][C:9]2[C:10]3[S:24][CH:23]=[CH:22][C:11]=3[N:12]=[C:13]([NH:15][C:16]3[CH:17]=[N:18][N:19]([CH3:21])[CH:20]=3)[N:14]=2)[CH2:4][CH2:3]1.[C:25](O)(=[O:28])[C:26]#[CH:27].C(N(CC)C(C)C)(C)C.CN(C(ON1N=NC2C=CC=CC1=2)=[N+](C)C)C.[B-](F)(F)(F)F. Product: [CH3:21][N:19]1[CH:20]=[C:16]([NH:15][C:13]2[N:14]=[C:9]([NH:8][C@@H:5]3[CH2:6][CH2:7][C@H:2]([NH:1][C:25](=[O:28])[C:26]#[CH:27])[CH2:3][CH2:4]3)[C:10]3[S:24][CH:23]=[CH:22][C:11]=3[N:12]=2)[CH:17]=[N:18]1. The catalyst class is: 7.